Predict the reactants needed to synthesize the given product. From a dataset of Full USPTO retrosynthesis dataset with 1.9M reactions from patents (1976-2016). (1) Given the product [CH:68]1([CH2:67][NH:39][C:40]2[C:44]3[CH:45]=[C:46]([CH2:49][O:50][C:51]4[CH:52]=[CH:53][C:54]([C:57]5[CH:62]=[C:61]([F:63])[C:60]([F:64])=[CH:59][C:58]=5[O:65][CH3:66])=[CH:55][CH:56]=4)[CH:47]=[CH:48][C:43]=3[O:42][N:41]=2)[CH2:70][CH2:69]1, predict the reactants needed to synthesize it. The reactants are: FC1C(F)=CC(C2C=CC(OCC3C=CC4ON=C(NCCOC)C=4C=3)=CC=2)=C(OC)C=1.C(OC(=O)[N:39]([CH2:67][CH:68]1[CH2:70][CH2:69]1)[C:40]1[C:44]2[CH:45]=[C:46]([CH2:49][O:50][C:51]3[CH:56]=[CH:55][C:54]([C:57]4[CH:62]=[C:61]([F:63])[C:60]([F:64])=[CH:59][C:58]=4[O:65][CH3:66])=[CH:53][CH:52]=3)[CH:47]=[CH:48][C:43]=2[O:42][N:41]=1)(C)(C)C. (2) Given the product [Cl:14][CH:9]([C:4]1[CH:5]=[CH:6][CH:7]=[CH:8][C:3]=1[CH2:16][Cl:18])[CH3:10], predict the reactants needed to synthesize it. The reactants are: OC[C:3]1[CH:8]=[CH:7][CH:6]=[CH:5][C:4]=1[CH:9](O)[CH3:10].S(Cl)([Cl:14])=O.[CH2:16]([Cl:18])Cl. (3) Given the product [CH3:1][O:2][C:3]1[C:8]([O:9][CH3:10])=[CH:7][C:6]([CH:11]=[C:12]([C:23]2[CH:24]=[CH:25][C:26]([O:29][CH3:30])=[CH:27][CH:28]=2)[CH2:13][N:15]2[CH2:19][CH2:18][CH2:17][CH:16]2[C:20]([OH:22])=[O:21])=[C:5]([N+:31]([O-:33])=[O:32])[CH:4]=1, predict the reactants needed to synthesize it. The reactants are: [CH3:1][O:2][C:3]1[C:8]([O:9][CH3:10])=[CH:7][C:6]([CH:11]=[C:12]([C:23]2[CH:28]=[CH:27][C:26]([O:29][CH3:30])=[CH:25][CH:24]=2)[C:13]([N:15]2[CH2:19][CH2:18][CH2:17][CH:16]2[C:20]([OH:22])=[O:21])=O)=[C:5]([N+:31]([O-:33])=[O:32])[CH:4]=1.N. (4) Given the product [C:1]1([S:7][CH2:8][C:9]2[CH:10]=[CH:11][C:12]([CH2:13][OH:14])=[CH:17][CH:18]=2)[CH:2]=[CH:3][CH:4]=[CH:5][CH:6]=1, predict the reactants needed to synthesize it. The reactants are: [C:1]1([S:7][CH2:8][C:9]2[CH:18]=[CH:17][C:12]([C:13](OC)=[O:14])=[CH:11][CH:10]=2)[CH:6]=[CH:5][CH:4]=[CH:3][CH:2]=1.[H-].[Al+3].[Li+].[H-].[H-].[H-].O.O.O.O.O.O.O.O.O.O.S([O-])([O-])(=O)=O.[Na+].[Na+]. (5) The reactants are: Br[C:2]1[CH:7]=[C:6]([Cl:8])[CH:5]=[CH:4][C:3]=1[C:9]([N:11]1[CH2:16][CH2:15][N:14]([C:17]2[C:22]([CH3:23])=[CH:21][C:20]([CH3:24])=[CH:19][N:18]=2)[CH2:13][CH2:12]1)=[O:10].[CH3:25][N:26]1[CH2:30][CH2:29][NH:28][C:27]1=[O:31]. Given the product [Cl:8][C:6]1[CH:5]=[CH:4][C:3]([C:9]([N:11]2[CH2:16][CH2:15][N:14]([C:17]3[C:22]([CH3:23])=[CH:21][C:20]([CH3:24])=[CH:19][N:18]=3)[CH2:13][CH2:12]2)=[O:10])=[C:2]([N:28]2[CH2:29][CH2:30][N:26]([CH3:25])[C:27]2=[O:31])[CH:7]=1, predict the reactants needed to synthesize it. (6) Given the product [CH3:11][C:12]1([CH3:18])[C:5]2[C:6]([CH3:9])=[CH:7][CH:8]=[CH:3][C:4]=2[O:10][C:14](=[O:15])[CH2:13]1, predict the reactants needed to synthesize it. The reactants are: CO[C:3]1[CH:8]=[CH:7][C:6]([CH3:9])=[CH:5][C:4]=1[OH:10].[CH3:11][C:12]([CH3:18])=[CH:13][C:14](OC)=[O:15].O.